Dataset: Catalyst prediction with 721,799 reactions and 888 catalyst types from USPTO. Task: Predict which catalyst facilitates the given reaction. (1) Reactant: [CH3:1][C:2]([O:9][C:10]1[CH:15]=[CH:14][C:13]([CH2:16][NH:17][CH2:18][C:19]2[CH:24]=[CH:23][C:22]([C:25]([F:28])([F:27])[F:26])=[CH:21][CH:20]=2)=[CH:12][C:11]=1[CH3:29])([CH3:8])[C:3]([O:5][CH2:6][CH3:7])=[O:4].Br[C:31]1[CH:36]=[CH:35][CH:34]=[C:33]([C:37]2[CH:42]=[CH:41][C:40]([C:43]([F:46])([F:45])[F:44])=[CH:39][CH:38]=2)[N:32]=1.C1C=CC(P(C2C=CC3C(=CC=CC=3)C=2C2C3C(=CC=CC=3)C=CC=2P(C2C=CC=CC=2)C2C=CC=CC=2)C2C=CC=CC=2)=CC=1.C(=O)([O-])[O-].[Cs+].[Cs+]. Product: [CH3:8][C:2]([O:9][C:10]1[CH:15]=[CH:14][C:13]([CH2:16][N:17]([CH2:18][C:19]2[CH:20]=[CH:21][C:22]([C:25]([F:27])([F:28])[F:26])=[CH:23][CH:24]=2)[C:31]2[CH:36]=[CH:35][CH:34]=[C:33]([C:37]3[CH:42]=[CH:41][C:40]([C:43]([F:44])([F:46])[F:45])=[CH:39][CH:38]=3)[N:32]=2)=[CH:12][C:11]=1[CH3:29])([CH3:1])[C:3]([O:5][CH2:6][CH3:7])=[O:4]. The catalyst class is: 164. (2) Reactant: [CH3:1][C:2]1[NH:3][C:4](=[O:26])[C:5]([CH2:11][C:12]2[CH:17]=[CH:16][C:15]([C:18]3[C:19]([C:24]#[N:25])=[CH:20][CH:21]=[CH:22][CH:23]=3)=[CH:14][CH:13]=2)=[C:6]([CH2:8][CH2:9][CH3:10])[N:7]=1.[CH3:27][C:28]1([CH3:40])[CH2:32][C:31]2[CH:33]=[C:34](B(O)O)[CH:35]=[CH:36][C:30]=2[O:29]1.C(N(CC)CC)C.N1C=CC=CC=1. Product: [CH3:27][C:28]1([CH3:40])[CH2:32][C:31]2[CH:33]=[C:34]([N:3]3[C:4](=[O:26])[C:5]([CH2:11][C:12]4[CH:17]=[CH:16][C:15]([C:18]5[C:19]([C:24]#[N:25])=[CH:20][CH:21]=[CH:22][CH:23]=5)=[CH:14][CH:13]=4)=[C:6]([CH2:8][CH2:9][CH3:10])[N:7]=[C:2]3[CH3:1])[CH:35]=[CH:36][C:30]=2[O:29]1. The catalyst class is: 297. (3) Reactant: [CH3:1][C:2]1[S:6][C:5]([N:7]2[CH2:12][CH2:11][CH:10]([O:13][C:14]3[S:15][C:16]4[CH:22]=[C:21]([C:23]5[CH2:24][CH2:25][NH:26][CH2:27][CH:28]=5)[CH:20]=[CH:19][C:17]=4[N:18]=3)[CH2:9][CH2:8]2)=[N:4][N:3]=1.C(N(CC)CC)C.Cl[S:37]([CH2:40][CH2:41][C:42]([O:44][CH3:45])=[O:43])(=[O:39])=[O:38]. Product: [CH3:1][C:2]1[S:6][C:5]([N:7]2[CH2:12][CH2:11][CH:10]([O:13][C:14]3[S:15][C:16]4[CH:22]=[C:21]([C:23]5[CH2:24][CH2:25][N:26]([S:37]([CH2:40][CH2:41][C:42]([O:44][CH3:45])=[O:43])(=[O:39])=[O:38])[CH2:27][CH:28]=5)[CH:20]=[CH:19][C:17]=4[N:18]=3)[CH2:9][CH2:8]2)=[N:4][N:3]=1. The catalyst class is: 2.